From a dataset of Acute oral toxicity (LD50) regression data from Zhu et al.. Regression/Classification. Given a drug SMILES string, predict its toxicity properties. Task type varies by dataset: regression for continuous values (e.g., LD50, hERG inhibition percentage) or binary classification for toxic/non-toxic outcomes (e.g., AMES mutagenicity, cardiotoxicity, hepatotoxicity). Dataset: ld50_zhu. (1) The molecule is Cc1ccc(SP(=S)(CCl)OC(C)C)cc1. The rat oral LD50 is 3.16, given as -log10 of the dose in mol/kg body weight (higher means more acutely toxic). (2) The molecule is CNP(=O)(NC)Oc1ccccc1. The rat oral LD50 is 3.15, given as -log10 of the dose in mol/kg body weight (higher means more acutely toxic). (3) The compound is Cc1ccc2nc3c4cccc5cccc(c(=O)n3c2c1)c54. The rat oral LD50 is 1.48, given as -log10 of the dose in mol/kg body weight (higher means more acutely toxic). (4) The compound is CCCCCC1CCC(=O)O1. The rat oral LD50 is 1.37, given as -log10 of the dose in mol/kg body weight (higher means more acutely toxic). (5) The drug is Nc1ncnc2nccnc12. The rat oral LD50 is 2.30, given as -log10 of the dose in mol/kg body weight (higher means more acutely toxic). (6) The molecule is Cc1ccc(-c2nc3n(c2C=NNC(=O)CN(C)C)CCS3)cc1. The rat oral LD50 is 2.63, given as -log10 of the dose in mol/kg body weight (higher means more acutely toxic). (7) The compound is COCCO. The rat oral LD50 is 1.49, given as -log10 of the dose in mol/kg body weight (higher means more acutely toxic).